The task is: Predict the reactants needed to synthesize the given product.. This data is from Full USPTO retrosynthesis dataset with 1.9M reactions from patents (1976-2016). Given the product [Cl:1][C:2]1[CH:25]=[C:24]([Cl:26])[CH:23]=[CH:22][C:3]=1[CH2:4][N:5]1[C:14]2[C:9](=[CH:10][CH:11]=[C:12]([C:15]([O:17][CH2:18][CH3:19])=[O:16])[CH:13]=2)[N:8]([CH3:29])[C:7](=[O:20])[C:6]1=[O:21], predict the reactants needed to synthesize it. The reactants are: [Cl:1][C:2]1[CH:25]=[C:24]([Cl:26])[CH:23]=[CH:22][C:3]=1[CH2:4][N:5]1[C:14]2[C:9](=[CH:10][CH:11]=[C:12]([C:15]([O:17][CH2:18][CH3:19])=[O:16])[CH:13]=2)[NH:8][C:7](=[O:20])[C:6]1=[O:21].CI.[C:29](=O)([O-])[O-].[K+].[K+].